Dataset: Reaction yield outcomes from USPTO patents with 853,638 reactions. Task: Predict the reaction yield, written as a fraction of the theoretical maximum amount of product (1.0 means a 100% yield; for example, 0.34 means a 34% yield). (1) The reactants are CCN(C(C)C)C(C)C.[CH2:10]([O:17][N:18]1[C:24](=[O:25])[N:23]2[CH2:26][C@H:19]1[CH2:20][CH2:21][C@H:22]2[C:27]([OH:29])=O)[C:11]1[CH:16]=[CH:15][CH:14]=[CH:13][CH:12]=1.[NH:30]([C:32]([N:34]1[CH2:39][CH2:38][N:37]([C:40]([O:42][C:43]([CH3:46])([CH3:45])[CH3:44])=[O:41])[CH2:36][CH2:35]1)=[O:33])[NH2:31].CN(C(ON1N=NC2C=CC=NC1=2)=[N+](C)C)C.F[P-](F)(F)(F)(F)F. The catalyst is CN(C=O)C.O. The product is [CH2:10]([O:17][N:18]1[C:24](=[O:25])[N:23]2[CH2:26][C@H:19]1[CH2:20][CH2:21][C@H:22]2[C:27]([NH:31][NH:30][C:32]([N:34]1[CH2:35][CH2:36][N:37]([C:40]([O:42][C:43]([CH3:46])([CH3:45])[CH3:44])=[O:41])[CH2:38][CH2:39]1)=[O:33])=[O:29])[C:11]1[CH:12]=[CH:13][CH:14]=[CH:15][CH:16]=1. The yield is 0.540. (2) The reactants are [Br:1][C:2]1[C:3]([F:15])=[C:4]([C:8]([CH3:14])=[C:9]([N+:11]([O-:13])=[O:12])[CH:10]=1)[C:5]([OH:7])=[O:6].[C:16]([O-])([O-])=O.[K+].[K+].IC. The catalyst is CN(C)C=O.O. The product is [Br:1][C:2]1[C:3]([F:15])=[C:4]([C:8]([CH3:14])=[C:9]([N+:11]([O-:13])=[O:12])[CH:10]=1)[C:5]([O:7][CH3:16])=[O:6]. The yield is 0.890. (3) The reactants are [OH:1][CH2:2][C:3]1[CH:10]=[CH:9][C:6]([C:7]#[N:8])=[CH:5][CH:4]=1.[H-].[Na+].CI.[C:15](OCC)(=O)C.CCCCCC. The catalyst is C1COCC1.O. The product is [CH3:15][O:1][CH2:2][C:3]1[CH:10]=[CH:9][C:6]([C:7]#[N:8])=[CH:5][CH:4]=1. The yield is 0.900. (4) The reactants are [NH2:1][C:2]1[CH:7]=[CH:6][N:5]=[CH:4][C:3]=1[O:8]C.[Cl:10][C:11]1[CH:12]=[C:13]([CH2:18][S:19](Cl)(=[O:21])=[O:20])[CH:14]=[C:15]([Cl:17])[CH:16]=1.B(Br)(Br)Br.C(Cl)Cl. The catalyst is N1C=CC=CC=1. The product is [Cl:17][C:15]1[CH:14]=[C:13]([CH2:18][S:19]([NH:1][C:2]2[CH:7]=[CH:6][N:5]=[CH:4][C:3]=2[OH:8])(=[O:21])=[O:20])[CH:12]=[C:11]([Cl:10])[CH:16]=1. The yield is 0.0400. (5) The reactants are [C:1]([C:3]1[CH:4]=[C:5]([CH:7]=[CH:8][C:9]=1[F:10])[NH2:6])#[CH:2].[H][H]. The catalyst is C(OCC)(=O)C.[Pd]. The product is [CH2:1]([C:3]1[CH:4]=[C:5]([CH:7]=[CH:8][C:9]=1[F:10])[NH2:6])[CH3:2]. The yield is 0.690. (6) The reactants are [N+:1]([C:4]1[C:5](O)=[N:6][CH:7]=[C:8]([Cl:10])[CH:9]=1)([O-:3])=[O:2].P(Cl)(Cl)(Cl)=O.C(=O)(O)[O-].[Na+].[Cu][C:23]#[N:24]. The catalyst is C(OCC)(=O)C.CN(C)C=O. The product is [Cl:10][C:8]1[CH:9]=[C:4]([N+:1]([O-:3])=[O:2])[C:5]([C:23]#[N:24])=[N:6][CH:7]=1. The yield is 0.260. (7) The reactants are Cl.[C:2]([O:6][C:7]([C@@H:9]1[CH2:13][CH2:12][CH2:11][N:10]1[CH2:14][C:15]([OH:17])=O)=[O:8])([CH3:5])([CH3:4])[CH3:3].[NH2:18][C@@H:19]([CH2:37][O:38][CH2:39][C:40]1[CH:45]=[CH:44][CH:43]=[CH:42][CH:41]=1)[C:20]([NH:22][C:23]1[CH:28]=[CH:27][C:26]([O:29][C:30]2[CH:35]=[CH:34][C:33]([F:36])=[CH:32][CH:31]=2)=[CH:25][CH:24]=1)=[O:21]. No catalyst specified. The product is [CH2:39]([O:38][CH2:37][C@H:19]([NH:18][C:15](=[O:17])[CH2:14][N:10]1[CH2:11][CH2:12][CH2:13][C@H:9]1[C:7]([O:6][C:2]([CH3:3])([CH3:4])[CH3:5])=[O:8])[C:20]([NH:22][C:23]1[CH:28]=[CH:27][C:26]([O:29][C:30]2[CH:35]=[CH:34][C:33]([F:36])=[CH:32][CH:31]=2)=[CH:25][CH:24]=1)=[O:21])[C:40]1[CH:45]=[CH:44][CH:43]=[CH:42][CH:41]=1. The yield is 0.423.